Dataset: TCR-epitope binding with 47,182 pairs between 192 epitopes and 23,139 TCRs. Task: Binary Classification. Given a T-cell receptor sequence (or CDR3 region) and an epitope sequence, predict whether binding occurs between them. (1) The epitope is NLVPMVATV. The TCR CDR3 sequence is CASSTEETQYF. Result: 1 (the TCR binds to the epitope). (2) The epitope is FIAGLIAIV. The TCR CDR3 sequence is CASSLAERDLYEQYF. Result: 0 (the TCR does not bind to the epitope). (3) The epitope is HTTDPSFLGRY. The TCR CDR3 sequence is CASNTGISSNQPQHF. Result: 1 (the TCR binds to the epitope). (4) The epitope is KLSYGIATV. The TCR CDR3 sequence is CASSQDPTGYYGYTF. Result: 0 (the TCR does not bind to the epitope). (5) The epitope is ILGLPTQTV. The TCR CDR3 sequence is CASSQDWAGTGLTEAFF. Result: 1 (the TCR binds to the epitope).